From a dataset of Full USPTO retrosynthesis dataset with 1.9M reactions from patents (1976-2016). Predict the reactants needed to synthesize the given product. (1) The reactants are: [CH3:1][N:2]1[CH2:7][CH2:6][N:5]([CH2:8][CH2:9][O:10][C:11]2[CH:20]=[C:19]3[C:14]([C:15](=O)[NH:16][CH:17]=[N:18]3)=[C:13]([O:22][CH:23]3[CH2:28][CH2:27][O:26][CH2:25][CH2:24]3)[CH:12]=2)[CH2:4][CH2:3]1.P(Cl)(Cl)(Cl)=O.C(N(C(C)C)CC)(C)C.[Cl:43][C:44]1[C:49]([NH2:50])=[C:48]2[O:51][CH2:52][O:53][C:47]2=[CH:46][CH:45]=1. Given the product [Cl:43][C:44]1[C:49]([NH:50][C:15]2[C:14]3[C:19](=[CH:20][C:11]([O:10][CH2:9][CH2:8][N:5]4[CH2:4][CH2:3][N:2]([CH3:1])[CH2:7][CH2:6]4)=[CH:12][C:13]=3[O:22][CH:23]3[CH2:24][CH2:25][O:26][CH2:27][CH2:28]3)[N:18]=[CH:17][N:16]=2)=[C:48]2[O:51][CH2:52][O:53][C:47]2=[CH:46][CH:45]=1, predict the reactants needed to synthesize it. (2) Given the product [Cl:15][C:8]1[N:6]2[CH:7]=[C:2]([C:21]3[O:20][CH:24]=[CH:23][CH:22]=3)[CH:3]=[C:4]([C:16]([F:19])([F:18])[F:17])[C:5]2=[N:10][C:9]=1[C:11]([O:13][CH3:14])=[O:12], predict the reactants needed to synthesize it. The reactants are: Br[C:2]1[CH:3]=[C:4]([C:16]([F:19])([F:18])[F:17])[C:5]2[N:6]([C:8]([Cl:15])=[C:9]([C:11]([O:13][CH3:14])=[O:12])[N:10]=2)[CH:7]=1.[O:20]1[CH:24]=[CH:23][CH:22]=[C:21]1B(O)O.P([O-])([O-])([O-])=O.[K+].[K+].[K+].